Dataset: CYP2C9 inhibition data for predicting drug metabolism from PubChem BioAssay. Task: Regression/Classification. Given a drug SMILES string, predict its absorption, distribution, metabolism, or excretion properties. Task type varies by dataset: regression for continuous measurements (e.g., permeability, clearance, half-life) or binary classification for categorical outcomes (e.g., BBB penetration, CYP inhibition). Dataset: cyp2c9_veith. (1) The compound is N#C[C@H]1CN[C@H](N)N[C@@H]1N. The result is 0 (non-inhibitor). (2) The drug is O=P(O)(O)CCP(=O)(c1ccccc1)c1ccccc1. The result is 0 (non-inhibitor). (3) The compound is C[N+](C)(C)c1ncnc2c1ncn2[C@@H]1CCCCO1. The result is 0 (non-inhibitor). (4) The compound is COc1ccc(N(C)S(=O)(=O)c2ccc3c(c2)CCC(=O)N3)cc1. The result is 0 (non-inhibitor).